This data is from NCI-60 drug combinations with 297,098 pairs across 59 cell lines. The task is: Regression. Given two drug SMILES strings and cell line genomic features, predict the synergy score measuring deviation from expected non-interaction effect. (1) Drug 1: C1=CN(C=N1)CC(O)(P(=O)(O)O)P(=O)(O)O. Drug 2: COCCOC1=C(C=C2C(=C1)C(=NC=N2)NC3=CC=CC(=C3)C#C)OCCOC.Cl. Cell line: HCT116. Synergy scores: CSS=-0.0760, Synergy_ZIP=3.31, Synergy_Bliss=0.150, Synergy_Loewe=-1.84, Synergy_HSA=-4.84. (2) Drug 1: C1=CC=C(C=C1)NC(=O)CCCCCCC(=O)NO. Drug 2: C(CC(=O)O)C(=O)CN.Cl. Cell line: COLO 205. Synergy scores: CSS=18.7, Synergy_ZIP=-3.86, Synergy_Bliss=0.596, Synergy_Loewe=-2.73, Synergy_HSA=-1.23. (3) Drug 1: C1CC(=O)NC(=O)C1N2C(=O)C3=CC=CC=C3C2=O. Drug 2: COCCOC1=C(C=C2C(=C1)C(=NC=N2)NC3=CC=CC(=C3)C#C)OCCOC.Cl. Cell line: EKVX. Synergy scores: CSS=0.525, Synergy_ZIP=-0.534, Synergy_Bliss=1.73, Synergy_Loewe=-9.39, Synergy_HSA=-5.27. (4) Drug 1: CC1CCC2CC(C(=CC=CC=CC(CC(C(=O)C(C(C(=CC(C(=O)CC(OC(=O)C3CCCCN3C(=O)C(=O)C1(O2)O)C(C)CC4CCC(C(C4)OC)O)C)C)O)OC)C)C)C)OC. Drug 2: C1C(C(OC1N2C=NC3=C2NC=NCC3O)CO)O. Cell line: NCI/ADR-RES. Synergy scores: CSS=17.0, Synergy_ZIP=-1.75, Synergy_Bliss=-0.678, Synergy_Loewe=-10.5, Synergy_HSA=0.153. (5) Drug 1: CN1C(=O)N2C=NC(=C2N=N1)C(=O)N. Drug 2: N.N.Cl[Pt+2]Cl. Cell line: OVCAR-5. Synergy scores: CSS=48.3, Synergy_ZIP=-4.12, Synergy_Bliss=-3.21, Synergy_Loewe=-10.2, Synergy_HSA=1.49. (6) Drug 1: CC1=CC=C(C=C1)C2=CC(=NN2C3=CC=C(C=C3)S(=O)(=O)N)C(F)(F)F. Drug 2: CCCCC(=O)OCC(=O)C1(CC(C2=C(C1)C(=C3C(=C2O)C(=O)C4=C(C3=O)C=CC=C4OC)O)OC5CC(C(C(O5)C)O)NC(=O)C(F)(F)F)O. Cell line: NCI/ADR-RES. Synergy scores: CSS=9.17, Synergy_ZIP=0.420, Synergy_Bliss=1.66, Synergy_Loewe=-9.83, Synergy_HSA=-5.16. (7) Drug 1: CC1C(C(CC(O1)OC2CC(CC3=C2C(=C4C(=C3O)C(=O)C5=C(C4=O)C(=CC=C5)OC)O)(C(=O)CO)O)N)O. Drug 2: CCN(CC)CCNC(=O)C1=C(NC(=C1C)C=C2C3=C(C=CC(=C3)F)NC2=O)C. Cell line: OVCAR3. Synergy scores: CSS=43.5, Synergy_ZIP=-4.22, Synergy_Bliss=-5.59, Synergy_Loewe=-47.0, Synergy_HSA=-3.51. (8) Drug 1: CC(C)(C#N)C1=CC(=CC(=C1)CN2C=NC=N2)C(C)(C)C#N. Drug 2: CCC1=C2CN3C(=CC4=C(C3=O)COC(=O)C4(CC)O)C2=NC5=C1C=C(C=C5)O. Cell line: SF-268. Synergy scores: CSS=30.0, Synergy_ZIP=0.747, Synergy_Bliss=-0.910, Synergy_Loewe=-52.2, Synergy_HSA=-9.94. (9) Drug 1: COC1=C2C(=CC3=C1OC=C3)C=CC(=O)O2. Drug 2: C1CN(P(=O)(OC1)NCCCl)CCCl. Cell line: OVCAR-8. Synergy scores: CSS=0.601, Synergy_ZIP=7.20, Synergy_Bliss=2.63, Synergy_Loewe=-1.70, Synergy_HSA=-1.55.